This data is from CYP2C9 inhibition data for predicting drug metabolism from PubChem BioAssay. The task is: Regression/Classification. Given a drug SMILES string, predict its absorption, distribution, metabolism, or excretion properties. Task type varies by dataset: regression for continuous measurements (e.g., permeability, clearance, half-life) or binary classification for categorical outcomes (e.g., BBB penetration, CYP inhibition). Dataset: cyp2c9_veith. The compound is COC(=O)C(C(=O)OC)[C@@H]1CCCC(=O)C1. The result is 0 (non-inhibitor).